This data is from Reaction yield outcomes from USPTO patents with 853,638 reactions. The task is: Predict the reaction yield, written as a fraction of the theoretical maximum amount of product (1.0 means a 100% yield; for example, 0.34 means a 34% yield). The reactants are Cl[CH2:2][C:3]1[O:4][C:5]2[CH:12]=[CH:11][CH:10]=[CH:9][C:6]=2[C:7]=1[CH3:8].[CH3:13][C:14]1([CH3:28])[C:18]([CH3:20])([CH3:19])[O:17][B:16]([C:21]2[CH:26]=[CH:25][C:24]([OH:27])=[CH:23][CH:22]=2)[O:15]1.C([O-])([O-])=O.[K+].[K+]. The catalyst is CC#N. The product is [CH3:8][C:7]1[C:6]2[CH:9]=[CH:10][CH:11]=[CH:12][C:5]=2[O:4][C:3]=1[CH2:2][O:27][C:24]1[CH:23]=[CH:22][C:21]([B:16]2[O:17][C:18]([CH3:20])([CH3:19])[C:14]([CH3:28])([CH3:13])[O:15]2)=[CH:26][CH:25]=1. The yield is 0.440.